This data is from Reaction yield outcomes from USPTO patents with 853,638 reactions. The task is: Predict the reaction yield, written as a fraction of the theoretical maximum amount of product (1.0 means a 100% yield; for example, 0.34 means a 34% yield). The reactants are N1C=CN=[CH:2]1.[OH:6][N:7]1[C:11]2[CH:12]=[CH:13][CH:14]=[CH:15][C:10]=2[N:9]=N1.[H-].[Na+].[Cl:18][CH2:19][CH2:20][CH2:21]Br.O. The catalyst is CN1C(=O)CCC1. The product is [Cl:18][CH2:19][CH2:20][CH2:21][O:6][N:7]1[C:11]2[CH:12]=[CH:13][CH:14]=[CH:15][C:10]=2[N:9]=[CH:2]1. The yield is 0.750.